From a dataset of Full USPTO retrosynthesis dataset with 1.9M reactions from patents (1976-2016). Predict the reactants needed to synthesize the given product. (1) Given the product [CH3:32][C:8]1[C:3]([C:4]([O:6][CH3:7])=[O:5])=[C:2]([CH:33]=[CH2:34])[N:11]=[C:10]([C:12]2[CH:20]=[CH:19][CH:18]=[C:17]3[C:13]=2[C:14]([CH3:31])=[CH:15][N:16]3[S:21]([C:24]2[CH:25]=[CH:26][C:27]([CH3:28])=[CH:29][CH:30]=2)(=[O:22])=[O:23])[CH:9]=1, predict the reactants needed to synthesize it. The reactants are: Cl[C:2]1[N:11]=[C:10]([C:12]2[CH:20]=[CH:19][CH:18]=[C:17]3[C:13]=2[C:14]([CH3:31])=[CH:15][N:16]3[S:21]([C:24]2[CH:30]=[CH:29][C:27]([CH3:28])=[CH:26][CH:25]=2)(=[O:23])=[O:22])[CH:9]=[C:8]([CH3:32])[C:3]=1[C:4]([O:6][CH3:7])=[O:5].[CH2:33]([Sn](CCCC)(CCCC)C=C)[CH2:34]CC. (2) Given the product [F:10][C:9]1[CH:8]=[CH:7][C:4]([CH:5]=[O:6])=[CH:3][C:2]=1[N:64]1[C:63](=[O:65])[CH2:62][CH2:61][CH:60]1[CH3:59], predict the reactants needed to synthesize it. The reactants are: Br[C:2]1[CH:3]=[C:4]([CH:7]=[CH:8][C:9]=1[F:10])[CH:5]=[O:6].CC1(C)C2C(=C(P(C3C=CC=CC=3)C3C=CC=CC=3)C=CC=2)OC2C(P(C3C=CC=CC=3)C3C=CC=CC=3)=CC=CC1=2.C(=O)([O-])[O-].[Cs+].[Cs+].[CH3:59][CH:60]1[NH:64][C:63](=[O:65])[CH2:62][CH2:61]1. (3) Given the product [NH2:16][C:15]1[CH:14]=[C:13]([Cl:17])[N:12]=[CH:11][C:10]=1[CH2:9][OH:8], predict the reactants needed to synthesize it. The reactants are: [H-].[H-].[H-].[H-].[Li+].[Al+3].C[O:8][C:9](=O)[C:10]1[C:15]([NH2:16])=[CH:14][C:13]([Cl:17])=[N:12][CH:11]=1. (4) Given the product [CH:12]([C@@H:7]1[C:6]([O:15][CH3:16])=[N:5][C@:4]([CH2:3][CH2:2][N:19]([CH3:20])[CH3:18])([CH3:17])[C:9]([O:10][CH3:11])=[N:8]1)([CH3:14])[CH3:13], predict the reactants needed to synthesize it. The reactants are: Br[CH2:2][CH2:3][C@@:4]1([CH3:17])[C:9]([O:10][CH3:11])=[N:8][C@H:7]([CH:12]([CH3:14])[CH3:13])[C:6]([O:15][CH3:16])=[N:5]1.[CH3:18][NH:19][CH3:20].C1COCC1. (5) Given the product [CH2:36]([O:38][C:39]([C:57]1[N:58]=[C:60]([N:22]2[CH2:21][C@@H:20]([N:7]([CH2:6][C:5]3[CH:27]=[C:28]([C:30]([F:33])([F:32])[F:31])[CH:29]=[C:3]([C:2]([F:34])([F:1])[F:35])[CH:4]=3)[C:8]3[N:9]=[CH:10][C:11]([C:14]4[CH:15]=[N:16][N:17]([CH3:19])[CH:18]=4)=[CH:12][N:13]=3)[CH2:24][C@H:23]2[CH2:25][CH3:26])[O:61][CH:47]=1)=[O:40])[CH3:37], predict the reactants needed to synthesize it. The reactants are: [F:1][C:2]([F:35])([F:34])[C:3]1[CH:4]=[C:5]([CH:27]=[C:28]([C:30]([F:33])([F:32])[F:31])[CH:29]=1)[CH2:6][N:7]([CH:20]1[CH2:24][CH:23]([CH2:25][CH3:26])[NH:22][CH2:21]1)[C:8]1[N:13]=[CH:12][C:11]([C:14]2[CH:15]=[N:16][N:17]([CH3:19])[CH:18]=2)=[CH:10][N:9]=1.[CH2:36]([O:38][C:39](C1OC(Cl)=NC=1)=[O:40])[CH3:37].[CH:47](N(CC)C(C)C)(C)C.O.[CH3:57][N:58]([CH:60]=[O:61])C. (6) Given the product [N:1]([C:2]1[CH:11]=[C:10]2[C:5]([CH2:6][CH2:7][C:8](=[O:12])[NH:9]2)=[CH:4][CH:3]=1)=[C:13]=[S:14], predict the reactants needed to synthesize it. The reactants are: [NH2:1][C:2]1[CH:11]=[C:10]2[C:5]([CH2:6][CH2:7][C:8](=[O:12])[NH:9]2)=[CH:4][CH:3]=1.[C:13](N1C=CN=C1)(N1C=CN=C1)=[S:14].O. (7) Given the product [Br:1][C:2]1[CH:3]=[C:4]([CH3:12])[C:5]2[N:9]=[C:8]([CH3:10])[N:7]([CH2:14][C:15]3[CH:20]=[CH:19][C:18]([N:21]([CH3:27])[C:22](=[O:26])[O:23][CH2:24][CH3:25])=[CH:17][C:16]=3[Cl:28])[C:6]=2[CH:11]=1, predict the reactants needed to synthesize it. The reactants are: [Br:1][C:2]1[CH:3]=[C:4]([CH3:12])[C:5]2[N:9]=[C:8]([CH3:10])[NH:7][C:6]=2[CH:11]=1.Br[CH2:14][C:15]1[CH:20]=[CH:19][C:18]([N:21]([CH3:27])[C:22](=[O:26])[O:23][CH2:24][CH3:25])=[CH:17][C:16]=1[Cl:28]. (8) Given the product [Br:1][C:2]1[CH:10]=[CH:9][C:5]([CH2:6][CH2:7][NH:8][CH:22]=[O:23])=[CH:4][CH:3]=1, predict the reactants needed to synthesize it. The reactants are: [Br:1][C:2]1[CH:10]=[CH:9][C:5]([CH2:6][CH2:7][NH2:8])=[CH:4][CH:3]=1.CC1C=CC(S(O)(=O)=O)=CC=1.[CH:22](OCC)=[O:23]. (9) The reactants are: [O:1]=[C:2]1[C:10]2[C:5](=[CH:6][CH:7]=[CH:8][CH:9]=2)[C:4](=[O:11])[N:3]1[CH2:12][CH:13]([NH:23][C:24]1[CH:31]=[CH:30][C:27]([C:28]#[N:29])=[CH:26][CH:25]=1)[C:14]1[CH:19]=[CH:18][C:17]([OH:20])=[C:16]([O:21][CH3:22])[CH:15]=1.C1(P(C2C=CC=CC=2)C2C=CC=CC=2)C=CC=CC=1.[Cl:51][CH2:52][C@H:53]([C:55]1[CH:60]=[CH:59][CH:58]=[CH:57][CH:56]=1)O.CCOC(/N=N/C(OCC)=O)=O. Given the product [Cl:51][CH2:52][CH:53]([C:55]1[CH:60]=[CH:59][CH:58]=[CH:57][CH:56]=1)[O:20][C:17]1[CH:18]=[CH:19][C:14]([CH:13]([NH:23][C:24]2[CH:25]=[CH:26][C:27]([C:28]#[N:29])=[CH:30][CH:31]=2)[CH2:12][N:3]2[C:4](=[O:11])[C:5]3[C:10](=[CH:9][CH:8]=[CH:7][CH:6]=3)[C:2]2=[O:1])=[CH:15][C:16]=1[O:21][CH3:22], predict the reactants needed to synthesize it.